From a dataset of CYP2C19 inhibition data for predicting drug metabolism from PubChem BioAssay. Regression/Classification. Given a drug SMILES string, predict its absorption, distribution, metabolism, or excretion properties. Task type varies by dataset: regression for continuous measurements (e.g., permeability, clearance, half-life) or binary classification for categorical outcomes (e.g., BBB penetration, CYP inhibition). Dataset: cyp2c19_veith. The drug is C[C@@]1(C(NC(=O)c2ccc(-c3ccccc3)cc2)c2ccc(Cl)cc2)C[C@H]1C1CCCCC1. The result is 0 (non-inhibitor).